This data is from Forward reaction prediction with 1.9M reactions from USPTO patents (1976-2016). The task is: Predict the product of the given reaction. (1) Given the reactants [I-].[Na+].[C:3](OC(=O)C)(=[O:5])[CH3:4].[CH2:10]([O:12][C:13](=[O:35])[CH2:14][N:15]1[C:23]2[CH2:22][CH2:21][CH2:20][C:19](=[N:24]O)[C:18]=2[C:17]([S:26][C:27]2[CH:32]=[CH:31][C:30]([Cl:33])=[CH:29][CH:28]=2)=[C:16]1[CH3:34])[CH3:11].S([O-])([O-])(=O)=S.[Na+].[Na+], predict the reaction product. The product is: [CH2:10]([O:12][C:13](=[O:35])[CH2:14][N:15]1[C:23]2[C:18](=[C:19]([NH:24][C:3](=[O:5])[CH3:4])[CH:20]=[CH:21][CH:22]=2)[C:17]([S:26][C:27]2[CH:32]=[CH:31][C:30]([Cl:33])=[CH:29][CH:28]=2)=[C:16]1[CH3:34])[CH3:11]. (2) Given the reactants F[P-](F)(F)(F)(F)F.N1(OC(N(C)C)=[N+](C)C)C2N=CC=CC=2N=N1.[O:25]1[C:30]2([CH2:35][CH2:34][N:33]([CH2:36][C:37]3[CH:38]=[C:39]([CH2:44][CH2:45][OH:46])[CH:40]=[C:41]([F:43])[CH:42]=3)[CH2:32][CH2:31]2)[CH2:29][NH:28][CH2:27][CH2:26]1.[CH:47]1([C:52]2[S:53][CH:54]=[C:55]([C:57](O)=[O:58])[N:56]=2)[CH2:51][CH2:50][CH2:49][CH2:48]1.C(N(CC)CC)C, predict the reaction product. The product is: [CH:47]1([C:52]2[S:53][CH:54]=[C:55]([C:57]([N:28]3[CH2:29][C:30]4([CH2:35][CH2:34][N:33]([CH2:36][C:37]5[CH:38]=[C:39]([CH2:44][CH2:45][OH:46])[CH:40]=[C:41]([F:43])[CH:42]=5)[CH2:32][CH2:31]4)[O:25][CH2:26][CH2:27]3)=[O:58])[N:56]=2)[CH2:48][CH2:49][CH2:50][CH2:51]1. (3) Given the reactants Cl.C([O:4][C:5]([C@@:7]12[CH2:22][C@H:21]1[CH:20]=[CH:19][CH2:18][CH2:17][CH2:16][CH2:15][CH2:14][C@H:13]([NH:23][C:24]([C:26]1[CH:31]=[N:30][C:29]([CH3:32])=[CH:28][N:27]=1)=[O:25])[C:12](=[O:33])[N:11]1[CH2:34][C@H:35]([O:37][C:38]3[N:39]=[C:40]4[C:45](=[C:46]5[C:51]=3[CH:50]=[CH:49][CH:48]=[CH:47]5)[CH:44]=[CH:43][CH:42]=[CH:41]4)[CH2:36][C@H:10]1[C:9](=[O:52])[NH:8]2)=[O:6])C.O[Li].O.OP(O)(O)=O.[Na+].[Cl-].CC1CCCO1, predict the reaction product. The product is: [CH2:7]([NH:8][CH2:9][CH3:10])[CH3:5].[CH3:32][C:29]1[N:30]=[CH:31][C:26]([C:24]([NH:23][C@@H:13]2[C:12](=[O:33])[N:11]3[CH2:34][C@H:35]([O:37][C:38]4[N:39]=[C:40]5[C:45](=[C:46]6[C:51]=4[CH:50]=[CH:49][CH:48]=[CH:47]6)[CH:44]=[CH:43][CH:42]=[CH:41]5)[CH2:36][C@H:10]3[C:9](=[O:52])[NH:8][C@:7]3([C:5]([OH:6])=[O:4])[CH2:22][C@H:21]3[CH:20]=[CH:19][CH2:18][CH2:17][CH2:16][CH2:15][CH2:14]2)=[O:25])=[N:27][CH:28]=1. (4) The product is: [F:25][C:26]1[CH:27]=[C:28]([C@H:36]2[O:50][C:40](=[O:49])[NH:39][C@H:37]2[CH3:38])[CH:29]=[C:30]([C:32]([F:33])([F:34])[F:35])[CH:31]=1. Given the reactants C(O[AlH-](OC(C)(C)C)OC(C)(C)C)(C)(C)C.[Li+].C(=O)=O.CC(C)=O.[F:25][C:26]1[CH:27]=[C:28]([C:36](=[O:50])[C@@H:37]([NH:39][C:40](=[O:49])OCC2C=CC=CC=2)[CH3:38])[CH:29]=[C:30]([C:32]([F:35])([F:34])[F:33])[CH:31]=1.[OH-].[K+].Cl, predict the reaction product. (5) Given the reactants CN([CH2:4][C:5]1[C:13]2[C:8](=[CH:9][N:10]=[C:11]([C:14]([O:16][CH3:17])=[O:15])[CH:12]=2)[N:7]([CH2:18][C:19]2[CH:24]=[CH:23][C:22]([F:25])=[CH:21][CH:20]=2)[CH:6]=1)C.ClC(OCC)=O.[OH:32][CH2:33][CH2:34][N:35]1[CH2:39][CH2:38][CH2:37][C:36]1=[O:40].C(N(C(C)C)C(C)C)C, predict the reaction product. The product is: [F:25][C:22]1[CH:21]=[CH:20][C:19]([CH2:18][N:7]2[C:8]3=[CH:9][N:10]=[C:11]([C:14]([O:16][CH3:17])=[O:15])[CH:12]=[C:13]3[C:5]([CH2:4][O:32][CH2:33][CH2:34][N:35]3[CH2:39][CH2:38][CH2:37][C:36]3=[O:40])=[CH:6]2)=[CH:24][CH:23]=1. (6) Given the reactants [C:1]([O:5][C:6]([NH:8][C@@H:9]1[CH2:13][CH2:12][C@:11]([CH:17]([CH3:19])[CH3:18])([C:14]([OH:16])=O)[CH2:10]1)=[O:7])([CH3:4])([CH3:3])[CH3:2].Cl.[F:21][C:22]([F:37])([F:36])[C:23]1[CH:28]=[CH:27][CH:26]=[CH:25][C:24]=1[C:29]1([OH:35])[CH2:34][CH2:33][NH:32][CH2:31][CH2:30]1.C(N(CC)CC)C.F[P-](F)(F)(F)(F)F.N1(O[P+](N2CCCC2)(N2CCCC2)N2CCCC2)C2C=CC=CC=2N=N1, predict the reaction product. The product is: [C:1]([O:5][C:6](=[O:7])[NH:8][C@@H:9]1[CH2:13][CH2:12][C@@:11]([C:14]([N:32]2[CH2:33][CH2:34][C:29]([OH:35])([C:24]3[CH:25]=[CH:26][CH:27]=[CH:28][C:23]=3[C:22]([F:36])([F:37])[F:21])[CH2:30][CH2:31]2)=[O:16])([CH:17]([CH3:19])[CH3:18])[CH2:10]1)([CH3:2])([CH3:3])[CH3:4].